From a dataset of Full USPTO retrosynthesis dataset with 1.9M reactions from patents (1976-2016). Predict the reactants needed to synthesize the given product. Given the product [F:1][C:2]1[CH:3]=[CH:4][C:5]([C:8]2[N:9]=[C:10]([CH:13]=[CH:14][C:15]([N:21]([CH:22]([CH3:24])[CH3:23])[CH:18]([CH3:20])[CH3:19])=[O:17])[S:11][CH:12]=2)=[CH:6][CH:7]=1, predict the reactants needed to synthesize it. The reactants are: [F:1][C:2]1[CH:7]=[CH:6][C:5]([C:8]2[N:9]=[C:10]([CH:13]=[CH:14][C:15]([OH:17])=O)[S:11][CH:12]=2)=[CH:4][CH:3]=1.[CH:18]([NH:21][CH:22]([CH3:24])[CH3:23])([CH3:20])[CH3:19].C(N(CC)CC)C.CN(C(ON1N=NC2C=CC=NC1=2)=[N+](C)C)C.F[P-](F)(F)(F)(F)F.